This data is from Retrosynthesis with 50K atom-mapped reactions and 10 reaction types from USPTO. The task is: Predict the reactants needed to synthesize the given product. (1) Given the product Oc1cccc2c1CCC2, predict the reactants needed to synthesize it. The reactants are: O=C1CCc2c(O)cccc21. (2) Given the product Cc1ccc2c(Nc3cccc(C(F)(F)F)c3)nccc2c1N, predict the reactants needed to synthesize it. The reactants are: Cc1ccc2c(Nc3cccc(C(F)(F)F)c3)nccc2c1[N+](=O)[O-]. (3) Given the product CCCCCS(=O)(=O)NC(=O)/C=C/c1ccc(OCCOC)cc1Oc1ncc(NC(C)=O)cc1C, predict the reactants needed to synthesize it. The reactants are: CC(=O)OC(C)=O.CCCCCS(=O)(=O)NC(=O)/C=C/c1ccc(OCCOC)cc1Oc1ncc(N)cc1C. (4) Given the product CCn1cc(C(=O)O)c2ccccc21, predict the reactants needed to synthesize it. The reactants are: CCn1cc(C(=O)OC)c2ccccc21. (5) Given the product COC(CCCBr)OC, predict the reactants needed to synthesize it. The reactants are: BrC(Br)(Br)Br.COC(CCCO)OC. (6) Given the product CCCCCCCCNC(=O)C1CCCN(C(=O)c2ccccc2)C1, predict the reactants needed to synthesize it. The reactants are: CCCCCCCCN.O=C(Cl)C1CCCN(C(=O)c2ccccc2)C1. (7) Given the product COc1ccc(F)c(Cl)c1[C@@H](C)c1c[nH]c2ncc(-c3cn(C)nc3C(F)(F)F)cc12, predict the reactants needed to synthesize it. The reactants are: COc1ccc(F)c(Cl)c1[C@@H](C)c1c[nH]c2ncc(B3OC(C)(C)C(C)(C)O3)cc12.Cn1cc(Br)c(C(F)(F)F)n1.